This data is from Peptide-MHC class I binding affinity with 185,985 pairs from IEDB/IMGT. The task is: Regression. Given a peptide amino acid sequence and an MHC pseudo amino acid sequence, predict their binding affinity value. This is MHC class I binding data. (1) The peptide sequence is EPRVQLVPL. The MHC is HLA-A66:01 with pseudo-sequence HLA-A66:01. The binding affinity (normalized) is 0.213. (2) The peptide sequence is QMRVRYYGL. The MHC is HLA-B08:02 with pseudo-sequence HLA-B08:02. The binding affinity (normalized) is 0.429. (3) The peptide sequence is AVSKNRRQL. The MHC is HLA-A31:01 with pseudo-sequence HLA-A31:01. The binding affinity (normalized) is 0.0847. (4) The peptide sequence is GSTELSPLY. The MHC is HLA-A30:02 with pseudo-sequence HLA-A30:02. The binding affinity (normalized) is 0.690.